From a dataset of Full USPTO retrosynthesis dataset with 1.9M reactions from patents (1976-2016). Predict the reactants needed to synthesize the given product. Given the product [F:27][C:2]([F:1])([F:26])[C@@H:3]([C:5]1[CH:10]=[CH:9][C:8]([N:11]2[CH2:24][CH2:23][C:13]3([CH2:14][CH2:15][C:16](=[O:17])[CH2:21][CH2:22]3)[C:12]2=[O:25])=[CH:7][CH:6]=1)[OH:4], predict the reactants needed to synthesize it. The reactants are: [F:1][C:2]([F:27])([F:26])[C@@H:3]([C:5]1[CH:10]=[CH:9][C:8]([N:11]2[CH2:24][CH2:23][C:13]3([CH2:22][CH2:21][C:16]4(OCC[O:17]4)[CH2:15][CH2:14]3)[C:12]2=[O:25])=[CH:7][CH:6]=1)[OH:4].Cl.